Dataset: Full USPTO retrosynthesis dataset with 1.9M reactions from patents (1976-2016). Task: Predict the reactants needed to synthesize the given product. (1) Given the product [CH2:1]([O:3][C:4](=[O:15])[CH2:5][C:6]1[C:11]([CH2:12][CH3:13])=[N:43][N:42]([CH:40]([C:37]2[CH:38]=[CH:39][C:34]([Br:33])=[CH:35][CH:36]=2)[CH3:41])[C:7]=1[CH2:8][CH3:9])[CH3:2], predict the reactants needed to synthesize it. The reactants are: [CH2:1]([O:3][C:4](=[O:15])[CH2:5][CH:6]([C:11](=O)[CH2:12][CH3:13])[C:7](=O)[CH2:8][CH3:9])[CH3:2].O=C(CC)C(C(=O)CC)CC(OC(C)(C)C)=O.[Br:33][C:34]1[CH:39]=[CH:38][C:37]([CH:40]([NH:42][NH2:43])[CH3:41])=[CH:36][CH:35]=1.O. (2) Given the product [I:1][C:19]1[CH:21]=[CH:22][C:16]([C:14]2[CH:13]=[N:12][N:11]([CH3:10])[CH:15]=2)=[CH:17][C:18]=1[N+:23]([O-:25])=[O:24], predict the reactants needed to synthesize it. The reactants are: [I:1]I.N(OC(C)(C)C)=O.[CH3:10][N:11]1[CH:15]=[C:14]([C:16]2[CH:22]=[CH:21][C:19](N)=[C:18]([N+:23]([O-:25])=[O:24])[CH:17]=2)[CH:13]=[N:12]1.S([O-])([O-])=O.[Na+].[Na+]. (3) Given the product [CH2:27]([O:29][C:30](=[O:37])[CH2:31][CH2:32][CH2:33][CH2:34][CH2:35][O:8][C:6]1[CH:7]=[C:2]([Cl:1])[CH:3]=[CH:4][C:5]=1[C:9]1[N:13]([CH2:14][CH:15]2[CH2:16][CH2:17][CH2:18][CH2:19][CH2:20]2)[C:12]2[CH:21]=[C:22]([F:26])[C:23]([F:25])=[CH:24][C:11]=2[N:10]=1)[CH3:28], predict the reactants needed to synthesize it. The reactants are: [Cl:1][C:2]1[CH:3]=[CH:4][C:5]([C:9]2[N:13]([CH2:14][CH:15]3[CH2:20][CH2:19][CH2:18][CH2:17][CH2:16]3)[C:12]3[CH:21]=[C:22]([F:26])[C:23]([F:25])=[CH:24][C:11]=3[N:10]=2)=[C:6]([OH:8])[CH:7]=1.[CH2:27]([O:29][C:30](=[O:37])[CH2:31][CH2:32][CH2:33][CH2:34][CH2:35]Br)[CH3:28]. (4) Given the product [Cl:35][C:3]1[C:4]([N:21]2[CH2:26][CH2:25][NH:24][CH2:23][CH2:22]2)=[N:5][C:6]2[N:7]([N:8]=[CH:9][C:10]=2[C:11]2[CH:12]=[N:13][C:14]3[C:19]([CH:20]=2)=[CH:18][CH:17]=[CH:16][CH:15]=3)[C:2]=1[NH2:1], predict the reactants needed to synthesize it. The reactants are: [NH2:1][C:2]1[N:7]2[N:8]=[CH:9][C:10]([C:11]3[CH:12]=[N:13][C:14]4[C:19]([CH:20]=3)=[CH:18][CH:17]=[CH:16][CH:15]=4)=[C:6]2[N:5]=[C:4]([N:21]2[CH2:26][CH2:25][N:24](C(OC(C)(C)C)=O)[CH2:23][CH2:22]2)[C:3]=1Br.[ClH:35]. (5) Given the product [CH3:3][CH:2]([C:4]1[N:8]([CH2:9][C:10]2[C:19]3[C:14](=[CH:15][CH:16]=[CH:17][CH:18]=3)[CH:13]=[CH:12][CH:11]=2)[C:7]2[CH:20]=[C:21]([N:25]3[CH2:26][CH2:27][O:28][CH2:29][CH2:30]3)[CH:22]=[C:23]([OH:31])[C:6]=2[N:5]=1)[CH3:1], predict the reactants needed to synthesize it. The reactants are: [CH3:1][CH:2]([C:4]1[N:8]([CH2:9][C:10]2[C:19]3[C:14](=[CH:15][CH:16]=[CH:17][CH:18]=3)[CH:13]=[CH:12][CH:11]=2)[C:7]2[CH:20]=[C:21]([N:25]3[CH2:30][CH2:29][O:28][CH2:27][CH2:26]3)[CH:22]=[C:23](N)[C:6]=2[N:5]=1)[CH3:3].[OH:31]S(O)(=O)=O.N([O-])=O.[Na+].C([O-])(O)=O.[Na+]. (6) Given the product [Cl:1][C:2]1[CH:3]=[C:4]([N:10]2[C:14]([CH3:15])=[C:13]([CH2:16][C:17]3[CH:18]=[CH:19][C:20]([C:21]([N:30]4[CH2:31][CH2:32][C@@H:28]([OH:27])[CH2:29]4)=[O:23])=[CH:24][CH:25]=3)[C:12]([CH3:26])=[N:11]2)[CH:5]=[CH:6][C:7]=1[C:8]#[N:9], predict the reactants needed to synthesize it. The reactants are: [Cl:1][C:2]1[CH:3]=[C:4]([N:10]2[C:14]([CH3:15])=[C:13]([CH2:16][C:17]3[CH:25]=[CH:24][C:20]([C:21]([OH:23])=O)=[CH:19][CH:18]=3)[C:12]([CH3:26])=[N:11]2)[CH:5]=[CH:6][C:7]=1[C:8]#[N:9].[OH:27][C@@H:28]1[CH2:32][CH2:31][NH:30][CH2:29]1. (7) Given the product [Br:14][C:15]1[N:19]2[N:20]=[C:21]([N:10]3[CH2:11][CH2:12][CH2:13][CH:9]3[C:3]3[CH:4]=[C:5]([F:8])[CH:6]=[CH:7][C:2]=3[F:1])[CH:22]=[CH:23][C:18]2=[N:17][CH:16]=1, predict the reactants needed to synthesize it. The reactants are: [F:1][C:2]1[CH:7]=[CH:6][C:5]([F:8])=[CH:4][C:3]=1[CH:9]1[CH2:13][CH2:12][CH2:11][NH:10]1.[Br:14][C:15]1[N:19]2[N:20]=[C:21](Cl)[CH:22]=[CH:23][C:18]2=[N:17][CH:16]=1.[F-].[K+].O.